From a dataset of Full USPTO retrosynthesis dataset with 1.9M reactions from patents (1976-2016). Predict the reactants needed to synthesize the given product. Given the product [Cl:1][C:2]1[CH:7]=[C:6]([O:8][CH3:9])[CH:5]=[CH:4][C:3]=1[CH:10]([CH3:25])[C:11]([C:13]1[CH:14]=[C:15]([CH3:22])[C:16]([C:17]#[N:18])=[C:19]([CH3:21])[CH:20]=1)=[O:12], predict the reactants needed to synthesize it. The reactants are: [Cl:1][C:2]1[CH:7]=[C:6]([O:8][CH3:9])[CH:5]=[CH:4][C:3]=1[CH2:10][C:11]([C:13]1[CH:20]=[C:19]([CH3:21])[C:16]([C:17]#[N:18])=[C:15]([CH3:22])[CH:14]=1)=[O:12].[H-].[Na+].[CH3:25]I.